Predict the reactants needed to synthesize the given product. From a dataset of Full USPTO retrosynthesis dataset with 1.9M reactions from patents (1976-2016). (1) Given the product [CH3:17][N:14]1[CH2:13][CH:12]2[CH2:16][CH:15]1[C:9]([C:5]1[CH:6]=[N:7][CH:8]=[C:3]([O:2][CH3:1])[CH:4]=1)=[CH:10][CH2:11]2, predict the reactants needed to synthesize it. The reactants are: [CH3:1][O:2][C:3]1[CH:4]=[C:5]([C:9]2[CH:15]3[CH2:16][CH:12]([CH2:13][NH:14]3)[CH2:11][CH:10]=2)[CH:6]=[N:7][CH:8]=1.[CH2:17]=O. (2) Given the product [C:1]([C:4]1[C:22](=[O:23])[C@@:8]2([CH3:24])[C:9]3[C:15]([OH:16])=[CH:14][C:13]([O:17][CH3:18])=[C:12]([C:19]([NH:21][CH2:30][C:29]4[CH:32]=[CH:33][CH:34]=[CH:27][C:28]=4[F:42])=[O:20])[C:10]=3[O:11][C:7]2=[CH:6][C:5]=1[OH:25])(=[O:3])[CH3:2], predict the reactants needed to synthesize it. The reactants are: [C:1]([C:4]1[C:22](=[O:23])[C@@:8]2([CH3:24])[C:9]3[C:15]([OH:16])=[CH:14][C:13]([O:17][CH3:18])=[C:12]([C:19]([NH2:21])=[O:20])[C:10]=3[O:11][C:7]2=[CH:6][C:5]=1[OH:25])(=[O:3])[CH3:2].F[C:27]1[CH:28]=[C:29]([CH:32]=[CH:33][CH:34]=1)[CH:30]=O.C([SiH](CC)CC)C.[F:42]C(F)(F)C(O)=O. (3) Given the product [CH3:17][C:18]1[CH:23]=[C:22]([N+:24]([O-:26])=[O:25])[C:21]([CH3:27])=[CH:20][C:19]=1[O:28][CH2:35][CH:33]1[CH2:34][CH:32]1[CH2:29][CH2:30][CH3:31], predict the reactants needed to synthesize it. The reactants are: N(C(OCCOC)=O)=NC(OCCOC)=O.[CH3:17][C:18]1[CH:23]=[C:22]([N+:24]([O-:26])=[O:25])[C:21]([CH3:27])=[CH:20][C:19]=1[OH:28].[CH2:29]([CH:32]1[CH2:34][CH:33]1[CH2:35]O)[CH2:30][CH3:31].C1(P(C2C=CC=CC=2)C2C=CC=CC=2)C=CC=CC=1.C(=O)(O)[O-].[Na+]. (4) Given the product [CH2:1]([N:8]1[C:12]2[CH:13]=[C:14]([Cl:17])[CH:15]=[CH:16][C:11]=2[N:10]=[C:9]1[C:18]([NH:40][C:36]1[CH:35]=[C:34]2[C:39](=[CH:38][CH:37]=1)[N:31]([CH2:30][CH2:29][CH2:28][N:23]1[CH:27]=[CH:26][N:25]=[CH:24]1)[CH:32]=[CH:33]2)=[O:20])[C:2]1[CH:3]=[CH:4][CH:5]=[CH:6][CH:7]=1, predict the reactants needed to synthesize it. The reactants are: [CH2:1]([N:8]1[C:12]2[CH:13]=[C:14]([Cl:17])[CH:15]=[CH:16][C:11]=2[N:10]=[C:9]1[C:18]([O:20]CC)=O)[C:2]1[CH:7]=[CH:6][CH:5]=[CH:4][CH:3]=1.[N:23]1([CH2:28][CH2:29][CH2:30][N:31]2[C:39]3[C:34](=[CH:35][C:36]([NH2:40])=[CH:37][CH:38]=3)[CH:33]=[CH:32]2)[CH:27]=[CH:26][N:25]=[CH:24]1.C[O-].[Na+].C1(C)C=CC=CC=1. (5) The reactants are: [CH3:1][C:2]1[C:7]2[NH:8][C:9]3[C:14]([C:6]=2[CH:5]=[CH:4][N:3]=1)=[CH:13][CH:12]=[CH:11][CH:10]=3.C([O-])(=O)C.[Na+].[Br:20]Br.[OH-].[Na+]. Given the product [Br:20][C:12]1[CH:13]=[C:14]2[C:9](=[CH:10][CH:11]=1)[NH:8][C:7]1[C:2]([CH3:1])=[N:3][CH:4]=[CH:5][C:6]2=1, predict the reactants needed to synthesize it.